This data is from Reaction yield outcomes from USPTO patents with 853,638 reactions. The task is: Predict the reaction yield, written as a fraction of the theoretical maximum amount of product (1.0 means a 100% yield; for example, 0.34 means a 34% yield). (1) The reactants are [C:1]([C:5]1[CH:10]=[CH:9][C:8]([C:11]2[S:15][CH:14]=[C:13]([C:16](=[N:18][NH:19][C:20]([NH:22][C:23]3[CH:32]=[CH:31][C:26]([C:27]([O:29]C)=[O:28])=[C:25]([Cl:33])[CH:24]=3)=[S:21])[CH3:17])[C:12]=2[OH:34])=[CH:7][CH:6]=1)([CH3:4])([CH3:3])[CH3:2].[OH-].[Na+].Cl. The catalyst is C(O)(C)C. The product is [C:1]([C:5]1[CH:10]=[CH:9][C:8]([C:11]2[S:15][CH:14]=[C:13]([C:16](=[N:18][NH:19][C:20]([NH:22][C:23]3[CH:32]=[CH:31][C:26]([C:27]([OH:29])=[O:28])=[C:25]([Cl:33])[CH:24]=3)=[S:21])[CH3:17])[C:12]=2[OH:34])=[CH:7][CH:6]=1)([CH3:2])([CH3:3])[CH3:4]. The yield is 0.250. (2) The reactants are [CH:1]1([O:6][C:7](=[O:33])[C@@H:8]([NH:25][C:26]([O:28][C:29]([CH3:32])([CH3:31])[CH3:30])=[O:27])[CH2:9][CH2:10][O:11][C:12]2[CH:21]=[C:20]3[C:15]([C:16](Cl)=[CH:17][CH:18]=[N:19]3)=[CH:14][C:13]=2[O:23][CH3:24])[CH2:5][CH2:4][CH2:3][CH2:2]1.[SH:34][C:35]1[CH:40]=[CH:39][C:38]([NH:41][C:42](=[O:49])[C:43]2[CH:48]=[CH:47][CH:46]=[CH:45][CH:44]=2)=[CH:37][CH:36]=1.C(N(C(C)C)CC)(C)C. The catalyst is CN(C=O)C.C(OCC)(=O)C. The product is [CH:1]1([O:6][C:7](=[O:33])[C@@H:8]([NH:25][C:26]([O:28][C:29]([CH3:32])([CH3:31])[CH3:30])=[O:27])[CH2:9][CH2:10][O:11][C:12]2[CH:21]=[C:20]3[C:15]([C:16]([S:34][C:35]4[CH:36]=[CH:37][C:38]([NH:41][C:42](=[O:49])[C:43]5[CH:48]=[CH:47][CH:46]=[CH:45][CH:44]=5)=[CH:39][CH:40]=4)=[CH:17][CH:18]=[N:19]3)=[CH:14][C:13]=2[O:23][CH3:24])[CH2:5][CH2:4][CH2:3][CH2:2]1. The yield is 0.780. (3) The reactants are [C:1]1([C:7]2[O:8][CH:9]=[C:10]([CH2:12][CH2:13][NH2:14])[N:11]=2)[CH:6]=[CH:5][CH:4]=[CH:3][CH:2]=1.[F:15][C:16]([F:32])([F:31])[C:17]1[O:21][N:20]=[C:19]([C:22]2[CH:23]=[C:24]([CH:28]=[CH:29][CH:30]=2)[C:25](O)=[O:26])[N:18]=1. No catalyst specified. The product is [C:1]1([C:7]2[O:8][CH:9]=[C:10]([CH2:12][CH2:13][NH:14][C:25](=[O:26])[C:24]3[CH:28]=[CH:29][CH:30]=[C:22]([C:19]4[N:18]=[C:17]([C:16]([F:32])([F:31])[F:15])[O:21][N:20]=4)[CH:23]=3)[N:11]=2)[CH:2]=[CH:3][CH:4]=[CH:5][CH:6]=1. The yield is 0.250. (4) The reactants are C([NH:8]/[C:9](/[NH:18][CH2:19][C:20](=O)[C:21]1[CH:26]=[CH:25][CH:24]=[CH:23][CH:22]=1)=[N:10]/C(OC(C)(C)C)=O)(OC(C)(C)C)=O.C1(C)C=CC=CC=1.[F:35][C:36]([F:41])([F:40])[C:37]([OH:39])=[O:38]. The catalyst is O. The product is [F:35][C:36]([F:41])([F:40])[C:37]([O-:39])=[O:38].[NH2:8][C:9]1[NH:10][C:20]([C:21]2[CH:26]=[CH:25][CH:24]=[CH:23][CH:22]=2)=[CH:19][NH+:18]=1. The yield is 0.820. (5) The reactants are [CH:1]1([C:6](=[O:11])[CH2:7][CH2:8][C:9]#[CH:10])[CH2:5][CH2:4][CH2:3][CH2:2]1.C(N[CH:16]([CH3:18])[CH3:17])(C)C. The catalyst is CN(C=O)C.CCOC(C)=O.[Cu]I.Cl[Pd](Cl)([P](C1C=CC=CC=1)(C1C=CC=CC=1)C1C=CC=CC=1)[P](C1C=CC=CC=1)(C1C=CC=CC=1)C1C=CC=CC=1. The product is [CH:1]1([C:6](=[O:11])[CH2:7][CH2:8][C:9]#[C:10][C:3]2[CH:2]=[C:1]([CH3:5])[C:6]([OH:11])=[CH:18][C:16]=2[CH3:17])[CH2:5][CH2:4][CH2:3][CH2:2]1. The yield is 0.190.